This data is from Reaction yield outcomes from USPTO patents with 853,638 reactions. The task is: Predict the reaction yield, written as a fraction of the theoretical maximum amount of product (1.0 means a 100% yield; for example, 0.34 means a 34% yield). The reactants are C([O:3][C:4](=O)[CH:5]([NH:26]C1C=C2C(=CC=1)NN=C2)[CH2:6][C:7](=[O:25])[N:8]1[CH2:13][CH2:12][CH:11]([N:14]2[CH2:23][C:22]3[C:17](=[CH:18][CH:19]=[CH:20][CH:21]=3)[NH:16][C:15]2=[O:24])[CH2:10][CH2:9]1)C.[N:43]1([N:43]2[CH2:48][CH2:47][CH2:46][CH2:45][CH2:44]2)[CH2:48][CH2:47][CH2:46][CH2:45][CH2:44]1.CCOP(ON1[N:68]=[N:67][C:62]2[CH:63]=[CH:64][CH:65]=[CH:66][C:61]=2[C:59]1=O)(OCC)=O. The catalyst is CN(C)C=O.C(N(CC)CC)C. The product is [N:8]1([CH:46]2[CH2:45][CH2:44][N:43]([C:4](=[O:3])[CH:5]([NH:26][C:65]3[CH:66]=[C:61]4[C:62](=[CH:63][CH:64]=3)[NH:67][N:68]=[CH:59]4)[CH2:6][C:7]([N:8]3[CH2:9][CH2:10][CH:11]([N:14]4[CH2:23][C:22]5[C:17](=[CH:18][CH:19]=[CH:20][CH:21]=5)[NH:16][C:15]4=[O:24])[CH2:12][CH2:13]3)=[O:25])[CH2:48][CH2:47]2)[CH2:13][CH2:12][CH2:11][CH2:10][CH2:9]1. The yield is 0.260.